From a dataset of Forward reaction prediction with 1.9M reactions from USPTO patents (1976-2016). Predict the product of the given reaction. (1) Given the reactants [C:1]([C:3]1[CH:4]=[N:5][C:6]2[CH:7]=[CH:8][C:9](=[O:30])[N:10]([CH3:29])[C:11]=2[C:12]=1[CH2:13][CH2:14][N:15]1[CH2:19][C@@H:18]([OH:20])[C@@H:17]([CH2:21][NH:22]C(=O)C(F)(F)F)[CH2:16]1)#[N:2].C(=O)([O-])[O-].[K+].[K+], predict the reaction product. The product is: [NH2:22][CH2:21][C@@H:17]1[C@H:18]([OH:20])[CH2:19][N:15]([CH2:14][CH2:13][C:12]2[C:11]3[N:10]([CH3:29])[C:9](=[O:30])[CH:8]=[CH:7][C:6]=3[N:5]=[CH:4][C:3]=2[C:1]#[N:2])[CH2:16]1. (2) The product is: [Cl:1][C:2]1[N:7]=[C:6]([CH:8]([OH:9])[CH2:10][CH3:11])[CH:5]=[CH:4][CH:3]=1. Given the reactants [Cl:1][C:2]1[N:7]=[C:6]([CH:8]=[O:9])[CH:5]=[CH:4][CH:3]=1.[CH2:10]([Mg]Br)[CH3:11].C(OCC)C, predict the reaction product. (3) The product is: [OH:43][C:40]1[CH:41]=[CH:42][C:37]([C:7]2[CH:15]=[C:14]3[C:10]([CH:11]=[C:12]([C:23]([O:25][CH3:26])=[O:24])[N:13]3[C:16]([O:18][C:19]([CH3:21])([CH3:20])[CH3:22])=[O:17])=[CH:9][CH:8]=2)=[CH:38][CH:39]=1. Given the reactants FC(F)(F)S(O[C:7]1[CH:15]=[C:14]2[C:10]([CH:11]=[C:12]([C:23]([O:25][CH3:26])=[O:24])[N:13]2[C:16]([O:18][C:19]([CH3:22])([CH3:21])[CH3:20])=[O:17])=[CH:9][CH:8]=1)(=O)=O.CC1(C)C(C)(C)OB([C:37]2[CH:42]=[CH:41][C:40]([OH:43])=[CH:39][CH:38]=2)O1.C1(P(C2C=CC=CC=2)C2C=CC=CC=2)C=CC=CC=1.P([O-])([O-])([O-])=O.[K+].[K+].[K+].O, predict the reaction product. (4) Given the reactants [CH3:1][CH:2]1[CH2:6][S:5][CH2:4][CH:3]1[CH2:7][N:8]1[C:16](=[O:17])[C:15]2[C:10](=[CH:11][CH:12]=[CH:13][CH:14]=2)[C:9]1=[O:18].C1C(=O)N([Br:26])C(=O)C1.CC(N=NC(C#N)(C)C)(C#N)C, predict the reaction product. The product is: [Br:26][CH2:1][C:2]1[C:3]([CH2:7][N:8]2[C:16](=[O:17])[C:15]3[C:10](=[CH:11][CH:12]=[CH:13][CH:14]=3)[C:9]2=[O:18])=[CH:4][S:5][CH:6]=1. (5) Given the reactants [N:1]1[CH:6]=[CH:5][C:4]([CH2:7][CH2:8][CH2:9]O)=[CH:3][CH:2]=1.CC1C=CC(S([Cl:21])(=O)=O)=CC=1, predict the reaction product. The product is: [Cl:21][CH2:9][CH2:8][CH2:7][C:4]1[CH:5]=[CH:6][N:1]=[CH:2][CH:3]=1. (6) Given the reactants [CH3:1][C:2]1[N:3]=[C:4]([S:13][CH2:14][CH2:15][CH:16]([C:21]2[S:22][C:23]3[CH:30]=[C:29]([C:31]([F:34])([F:33])[F:32])[CH:28]=[CH:27][C:24]=3[C:25]=2[CH3:26])[CH2:17][CH2:18][O:19][CH3:20])[S:5][C:6]=1[CH2:7][C:8]([O:10]CC)=[O:9].[OH-].[Na+], predict the reaction product. The product is: [CH3:1][C:2]1[N:3]=[C:4]([S:13][CH2:14][CH2:15][CH:16]([C:21]2[S:22][C:23]3[CH:30]=[C:29]([C:31]([F:34])([F:32])[F:33])[CH:28]=[CH:27][C:24]=3[C:25]=2[CH3:26])[CH2:17][CH2:18][O:19][CH3:20])[S:5][C:6]=1[CH2:7][C:8]([OH:10])=[O:9].